Dataset: Reaction yield outcomes from USPTO patents with 853,638 reactions. Task: Predict the reaction yield, written as a fraction of the theoretical maximum amount of product (1.0 means a 100% yield; for example, 0.34 means a 34% yield). The yield is 0.840. The reactants are [Br:1][C:2]1[CH:11]=[CH:10][C:5]2[N:6]=[C:7]([NH2:9])[S:8][C:4]=2[CH:3]=1.[CH3:12][C:13](=O)[CH2:14][CH2:15][C:16](=O)[CH3:17].CC1C=CC(S([O-])(=O)=O)=CC=1.C1C=C[NH+]=CC=1.O. The catalyst is C1C=CC=CC=1. The product is [Br:1][C:2]1[CH:11]=[CH:10][C:5]2[N:6]=[C:7]([N:9]3[C:16]([CH3:17])=[CH:15][CH:14]=[C:13]3[CH3:12])[S:8][C:4]=2[CH:3]=1.